This data is from Forward reaction prediction with 1.9M reactions from USPTO patents (1976-2016). The task is: Predict the product of the given reaction. (1) Given the reactants [CH:1]1([C:4]2[CH:5]=[C:6]([NH:10][C:11]3[O:12][CH2:13][C:14]4[CH:20]=[C:19]([NH2:21])[CH:18]=[CH:17][C:15]=4[N:16]=3)[CH:7]=[CH:8][CH:9]=2)[CH2:3][CH2:2]1.[CH:22]([C:24]1[NH:25][CH:26]=[CH:27][N:28]=1)=O, predict the reaction product. The product is: [CH:1]1([C:4]2[CH:5]=[C:6]([NH:10][C:11]3[O:12][CH2:13][C:14]4[CH:20]=[C:19]([NH:21][CH2:22][C:24]5[NH:25][CH:26]=[CH:27][N:28]=5)[CH:18]=[CH:17][C:15]=4[N:16]=3)[CH:7]=[CH:8][CH:9]=2)[CH2:3][CH2:2]1. (2) Given the reactants [C:1]([C:4]1[NH:8][C:7]2[C:9]([Cl:13])=[C:10]([Cl:12])[S:11][C:6]=2[CH:5]=1)([OH:3])=O.[NH2:14][C@@H:15]1[CH2:23][C:22]2[C:17](=[CH:18][CH:19]=[CH:20][CH:21]=2)[C@H:16]1[O:24][CH3:25].CCN(C(C)C)C(C)C.C1C=CC2N(O)N=NC=2C=1.CCN=C=NCCCN(C)C, predict the reaction product. The product is: [Cl:12][C:10]1[S:11][C:6]2[CH:5]=[C:4]([C:1](=[O:3])[NH:14][CH:15]3[CH2:23][C:22]4[C:17](=[CH:18][CH:19]=[CH:20][CH:21]=4)[CH:16]3[O:24][CH3:25])[NH:8][C:7]=2[C:9]=1[Cl:13].